Dataset: Reaction yield outcomes from USPTO patents with 853,638 reactions. Task: Predict the reaction yield, written as a fraction of the theoretical maximum amount of product (1.0 means a 100% yield; for example, 0.34 means a 34% yield). (1) The reactants are [CH3:1][N:2]1[C:7]([CH3:8])=[CH:6][C:5]([C:9]([F:12])([F:11])[F:10])=[CH:4][C:3]1=[O:13].FC(F)(F)C(O)=O.FC(F)(F)C(OC(=O)C(F)(F)F)=O.C1C(=O)N([I:41])C(=O)C1. No catalyst specified. The product is [CH3:1][N:2]1[C:7]([CH3:8])=[CH:6][C:5]([C:9]([F:12])([F:10])[F:11])=[C:4]([I:41])[C:3]1=[O:13]. The yield is 0.620. (2) The catalyst is C1COCC1.Cl. The reactants are Br[C:2]1[CH:6]=[CH:5][O:4][C:3]=1[C:7]1[CH:12]=[CH:11][CH:10]=[CH:9][CH:8]=1.[B:13](OC(C)C)([O:18]C(C)C)[O:14]C(C)C.[Li]CCCC. The product is [C:7]1([C:3]2[O:4][CH:5]=[CH:6][C:2]=2[B:13]([OH:18])[OH:14])[CH:12]=[CH:11][CH:10]=[CH:9][CH:8]=1. The yield is 0.400. (3) The reactants are [CH:1](O)=[O:2].C(OC(=O)C)(=O)C.[NH2:11][C:12]1[CH:20]=[CH:19][C:15]([C:16]([OH:18])=[O:17])=[CH:14][C:13]=1[Cl:21]. The catalyst is O. The product is [Cl:21][C:13]1[CH:14]=[C:15]([CH:19]=[CH:20][C:12]=1[NH:11][CH:1]=[O:2])[C:16]([OH:18])=[O:17]. The yield is 0.920. (4) The reactants are C(N(CC)CCN[C:7](=[O:34])/[CH:8]=[CH:9]/[C@@H:10]([NH:18][C:19]([NH:21][C:22]1[CH:27]=[CH:26][C:25]([C:28]2[CH:33]=[CH:32][CH:31]=[CH:30][CH:29]=2)=[CH:24][CH:23]=1)=[O:20])[CH2:11][C:12]1[CH:17]=[CH:16][CH:15]=[CH:14][CH:13]=1)C.[CH:37]([NH:40][CH2:41][CH2:42][NH2:43])([CH3:39])[CH3:38].C1C=CC2N(O)N=NC=2C=1.CCN=C=NCCCN(C)C. The catalyst is CN(C=O)C.O. The product is [CH:37]([NH:40][CH2:41][CH2:42][NH:43][C:7](=[O:34])/[CH:8]=[CH:9]/[C@@H:10]([NH:18][C:19]([NH:21][C:22]1[CH:23]=[CH:24][C:25]([C:28]2[CH:29]=[CH:30][CH:31]=[CH:32][CH:33]=2)=[CH:26][CH:27]=1)=[O:20])[CH2:11][C:12]1[CH:13]=[CH:14][CH:15]=[CH:16][CH:17]=1)([CH3:39])[CH3:38]. The yield is 0.510.